This data is from Forward reaction prediction with 1.9M reactions from USPTO patents (1976-2016). The task is: Predict the product of the given reaction. The product is: [C:20]1(/[CH:26]=[CH:27]/[CH2:28][CH2:29][O:30][C:31](=[O:32])[NH:10][C@H:9]2[CH2:8][NH:7][C:6]2=[O:5])[CH:25]=[CH:24][CH:23]=[CH:22][CH:21]=1. Given the reactants C([O-])(=O)C.[O:5]=[C:6]1[C@@H:9]([NH3+:10])[CH2:8][NH:7]1.CCN(C(C)C)C(C)C.[C:20]1(/[CH:26]=[CH:27]/[CH2:28][CH2:29][O:30][C:31](N2C=CC=CC2=O)=[O:32])[CH:25]=[CH:24][CH:23]=[CH:22][CH:21]=1, predict the reaction product.